This data is from NCI-60 drug combinations with 297,098 pairs across 59 cell lines. The task is: Regression. Given two drug SMILES strings and cell line genomic features, predict the synergy score measuring deviation from expected non-interaction effect. (1) Drug 2: CCC1(CC2CC(C3=C(CCN(C2)C1)C4=CC=CC=C4N3)(C5=C(C=C6C(=C5)C78CCN9C7C(C=CC9)(C(C(C8N6C=O)(C(=O)OC)O)OC(=O)C)CC)OC)C(=O)OC)O.OS(=O)(=O)O. Synergy scores: CSS=38.9, Synergy_ZIP=0.111, Synergy_Bliss=0.807, Synergy_Loewe=-6.23, Synergy_HSA=2.89. Drug 1: C1=C(C(=O)NC(=O)N1)F. Cell line: BT-549. (2) Drug 1: C1=NC2=C(N=C(N=C2N1C3C(C(C(O3)CO)O)O)F)N. Drug 2: C1C(C(OC1N2C=NC3=C2NC=NCC3O)CO)O. Cell line: IGROV1. Synergy scores: CSS=-3.50, Synergy_ZIP=6.24, Synergy_Bliss=-2.23, Synergy_Loewe=-3.67, Synergy_HSA=-3.90. (3) Drug 1: C1CC2CC3=C(CC1C24CN(S(=O)(=O)N4)CC(F)(F)F)C=CC(=C3)C=CCN5CCC(CC5)C(F)(F)F. Drug 2: CS(=O)(=O)CCNCC1=CC=C(O1)C2=CC3=C(C=C2)N=CN=C3NC4=CC(=C(C=C4)OCC5=CC(=CC=C5)F)Cl. Cell line: T-47D. Synergy scores: CSS=43.0, Synergy_ZIP=0.909, Synergy_Bliss=1.89, Synergy_Loewe=9.81, Synergy_HSA=11.2. (4) Drug 1: CC(C1=C(C=CC(=C1Cl)F)Cl)OC2=C(N=CC(=C2)C3=CN(N=C3)C4CCNCC4)N. Drug 2: CC1=C(C=C(C=C1)C(=O)NC2=CC(=CC(=C2)C(F)(F)F)N3C=C(N=C3)C)NC4=NC=CC(=N4)C5=CN=CC=C5. Cell line: NCI/ADR-RES. Synergy scores: CSS=-0.891, Synergy_ZIP=1.25, Synergy_Bliss=1.20, Synergy_Loewe=0.751, Synergy_HSA=-0.730. (5) Drug 1: C1=CN(C=N1)CC(O)(P(=O)(O)O)P(=O)(O)O. Drug 2: C1C(C(OC1N2C=NC3=C2NC=NCC3O)CO)O. Cell line: EKVX. Synergy scores: CSS=0.742, Synergy_ZIP=1.84, Synergy_Bliss=5.97, Synergy_Loewe=6.89, Synergy_HSA=1.60. (6) Drug 1: C1CCC(C1)C(CC#N)N2C=C(C=N2)C3=C4C=CNC4=NC=N3. Drug 2: CC1CCC2CC(C(=CC=CC=CC(CC(C(=O)C(C(C(=CC(C(=O)CC(OC(=O)C3CCCCN3C(=O)C(=O)C1(O2)O)C(C)CC4CCC(C(C4)OC)OCCO)C)C)O)OC)C)C)C)OC. Cell line: UO-31. Synergy scores: CSS=22.1, Synergy_ZIP=-3.99, Synergy_Bliss=-1.07, Synergy_Loewe=3.09, Synergy_HSA=4.02. (7) Drug 1: C1=CC(=CC=C1C#N)C(C2=CC=C(C=C2)C#N)N3C=NC=N3. Drug 2: CC1=C(C=C(C=C1)C(=O)NC2=CC(=CC(=C2)C(F)(F)F)N3C=C(N=C3)C)NC4=NC=CC(=N4)C5=CN=CC=C5. Cell line: COLO 205. Synergy scores: CSS=4.09, Synergy_ZIP=-1.57, Synergy_Bliss=-1.48, Synergy_Loewe=-1.26, Synergy_HSA=-1.05. (8) Drug 1: CC1C(C(CC(O1)OC2CC(CC3=C2C(=C4C(=C3O)C(=O)C5=C(C4=O)C(=CC=C5)OC)O)(C(=O)CO)O)N)O.Cl. Drug 2: CC12CCC3C(C1CCC2=O)CC(=C)C4=CC(=O)C=CC34C. Synergy scores: CSS=32.1, Synergy_ZIP=-1.13, Synergy_Bliss=-5.20, Synergy_Loewe=-20.3, Synergy_HSA=-6.61. Cell line: SR. (9) Drug 1: CCCCCOC(=O)NC1=NC(=O)N(C=C1F)C2C(C(C(O2)C)O)O. Drug 2: C#CCC(CC1=CN=C2C(=N1)C(=NC(=N2)N)N)C3=CC=C(C=C3)C(=O)NC(CCC(=O)O)C(=O)O. Cell line: A549. Synergy scores: CSS=34.1, Synergy_ZIP=3.29, Synergy_Bliss=0.757, Synergy_Loewe=-30.5, Synergy_HSA=-1.39. (10) Drug 1: C1=CC(=CC=C1CC(C(=O)O)N)N(CCCl)CCCl.Cl. Drug 2: CN1C2=C(C=C(C=C2)N(CCCl)CCCl)N=C1CCCC(=O)O.Cl. Cell line: SF-539. Synergy scores: CSS=13.7, Synergy_ZIP=-5.83, Synergy_Bliss=-2.98, Synergy_Loewe=-14.4, Synergy_HSA=-4.34.